From a dataset of Forward reaction prediction with 1.9M reactions from USPTO patents (1976-2016). Predict the product of the given reaction. Given the reactants C([O:8][C:9]1[CH:14]=[CH:13][C:12]([N:15]([CH3:26])[C:16]2[N:21]=[CH:20][C:19]3[N:22]=[CH:23][N:24]([CH3:25])[C:18]=3[CH:17]=2)=[CH:11][CH:10]=1)C1C=CC=CC=1, predict the reaction product. The product is: [CH3:26][N:15]([C:16]1[N:21]=[CH:20][C:19]2[N:22]=[CH:23][N:24]([CH3:25])[C:18]=2[CH:17]=1)[C:12]1[CH:11]=[CH:10][C:9]([OH:8])=[CH:14][CH:13]=1.